From a dataset of Forward reaction prediction with 1.9M reactions from USPTO patents (1976-2016). Predict the product of the given reaction. Given the reactants [C:1]([O:5][C:6]([N:8]1[CH2:15][C@H:14]([OH:16])[CH2:13][C@H:9]1[C:10]([OH:12])=O)=[O:7])([CH3:4])([CH3:3])[CH3:2].C1(P(C2C=CC=CC=2)C2C=CC=CC=2)C=CC=CC=1.N(C(OCC)=O)=NC(OCC)=O, predict the reaction product. The product is: [O:12]=[C:10]1[C@@H:9]2[CH2:13][C@@H:14]([CH2:15][N:8]2[C:6]([O:5][C:1]([CH3:2])([CH3:3])[CH3:4])=[O:7])[O:16]1.